Dataset: Catalyst prediction with 721,799 reactions and 888 catalyst types from USPTO. Task: Predict which catalyst facilitates the given reaction. Reactant: [Cl:1][C:2]1[CH:3]=[C:4]([C:12]2[N:16]=[C:15]([C:17]3[CH:22]=[CH:21][C:20]([CH2:23]Cl)=[CH:19][CH:18]=3)[O:14][N:13]=2)[CH:5]=[CH:6][C:7]=1[O:8][CH:9]([CH3:11])[CH3:10].[C:25]1([P:31]([C:38]2[CH:43]=[CH:42][CH:41]=[CH:40][CH:39]=2)[C:32]2[CH:37]=[CH:36][CH:35]=[CH:34][CH:33]=2)[CH:30]=[CH:29][CH:28]=[CH:27][CH:26]=1. Product: [Cl-:1].[Cl:1][C:2]1[CH:3]=[C:4]([C:12]2[N:16]=[C:15]([C:17]3[CH:22]=[CH:21][C:20]([CH2:23][P+:31]([C:32]4[CH:33]=[CH:34][CH:35]=[CH:36][CH:37]=4)([C:38]4[CH:43]=[CH:42][CH:41]=[CH:40][CH:39]=4)[C:25]4[CH:26]=[CH:27][CH:28]=[CH:29][CH:30]=4)=[CH:19][CH:18]=3)[O:14][N:13]=2)[CH:5]=[CH:6][C:7]=1[O:8][CH:9]([CH3:11])[CH3:10]. The catalyst class is: 113.